From a dataset of Full USPTO retrosynthesis dataset with 1.9M reactions from patents (1976-2016). Predict the reactants needed to synthesize the given product. (1) The reactants are: Cl.[N:2]1([C:8]2[CH:16]=[CH:15][C:11]([C:12]([OH:14])=[O:13])=[CH:10][CH:9]=2)[CH2:7][CH2:6][NH:5][CH2:4][CH2:3]1.[OH-].[Na+].[C:19](Cl)([O:21][CH2:22][CH:23]1[C:35]2[C:30](=[CH:31][CH:32]=[CH:33][CH:34]=2)[C:29]2[C:24]1=[CH:25][CH:26]=[CH:27][CH:28]=2)=[O:20].C(N(C(C)C)CC)(C)C. Given the product [C:19]([N:5]1[CH2:4][CH2:3][N:2]([C:8]2[CH:9]=[CH:10][C:11]([C:12]([OH:14])=[O:13])=[CH:15][CH:16]=2)[CH2:7][CH2:6]1)([O:21][CH2:22][CH:23]1[C:24]2[C:29](=[CH:28][CH:27]=[CH:26][CH:25]=2)[C:30]2[C:35]1=[CH:34][CH:33]=[CH:32][CH:31]=2)=[O:20], predict the reactants needed to synthesize it. (2) Given the product [CH2:15]([C:12]1[CH:11]=[N:10][C:9]([N:5]2[CH2:6][CH2:7][CH:2]([OH:1])[CH2:3][CH2:4]2)=[N:14][CH:13]=1)[CH3:16], predict the reactants needed to synthesize it. The reactants are: [OH:1][CH:2]1[CH2:7][CH2:6][NH:5][CH2:4][CH2:3]1.Cl[C:9]1[N:14]=[CH:13][C:12]([CH2:15][CH3:16])=[CH:11][N:10]=1.C([O-])([O-])=O.[K+].[K+]. (3) Given the product [CH3:24][C:25]1([CH3:32])[O:29][CH:28]([CH2:30][NH:31][C:2]2[N:12]=[CH:11][C:10]3[O:9][CH2:8][CH2:7][N:6]4[CH:13]=[C:14]([C:16]5[N:20]([CH:21]([CH3:23])[CH3:22])[N:19]=[CH:18][N:17]=5)[N:15]=[C:5]4[C:4]=3[CH:3]=2)[CH2:27][O:26]1, predict the reactants needed to synthesize it. The reactants are: Cl[C:2]1[N:12]=[CH:11][C:10]2[O:9][CH2:8][CH2:7][N:6]3[CH:13]=[C:14]([C:16]4[N:20]([CH:21]([CH3:23])[CH3:22])[N:19]=[CH:18][N:17]=4)[N:15]=[C:5]3[C:4]=2[CH:3]=1.[CH3:24][C:25]1([CH3:32])[O:29][CH:28]([CH2:30][NH2:31])[CH2:27][O:26]1.CC(C1C=C(C(C)C)C(C2C=CC=CC=2P(C2CCCCC2)C2CCCCC2)=C(C(C)C)C=1)C.CC(C)([O-])C.[Na+].O1CCOCC1. (4) Given the product [C:1]([C:3]1[CH:8]=[CH:7][C:6]([N:9]([CH2:14][C:15]([F:16])([F:18])[F:17])[CH2:10][C:11]([NH:44][NH:43][C:41]([C:36]2[CH:37]=[CH:38][CH:39]=[CH:40][N:35]=2)=[O:42])=[O:13])=[CH:5][C:4]=1[C:19]([F:21])([F:22])[F:20])#[N:2], predict the reactants needed to synthesize it. The reactants are: [C:1]([C:3]1[CH:8]=[CH:7][C:6]([N:9]([CH2:14][C:15]([F:18])([F:17])[F:16])[CH2:10][C:11]([OH:13])=O)=[CH:5][C:4]=1[C:19]([F:22])([F:21])[F:20])#[N:2].CCN=C=NCCCN(C)C.Cl.[N:35]1[CH:40]=[CH:39][CH:38]=[CH:37][C:36]=1[C:41]([NH:43][NH2:44])=[O:42]. (5) Given the product [NH:8]1[C:16]2[C:11](=[CH:12][CH:13]=[CH:14][CH:15]=2)[CH:10]([CH2:17][NH:18][C:19]([C:21]2[S:22][C:23]([Cl:26])=[CH:24][CH:25]=2)=[O:20])[CH2:9]1, predict the reactants needed to synthesize it. The reactants are: C(OC([N:8]1[C:16]2[C:11](=[CH:12][CH:13]=[CH:14][CH:15]=2)[CH:10]([CH2:17][NH:18][C:19]([C:21]2[S:22][C:23]([Cl:26])=[CH:24][CH:25]=2)=[O:20])[CH2:9]1)=O)(C)(C)C.Cl.O1CCOCC1.